This data is from Full USPTO retrosynthesis dataset with 1.9M reactions from patents (1976-2016). The task is: Predict the reactants needed to synthesize the given product. Given the product [Cl:13][C:14]1[CH:15]=[N:16][N:17]([C:2]2[C:11]([CH3:12])=[CH:10][C:5]([C:6]([O:8][CH3:9])=[O:7])=[CH:4][N:3]=2)[CH:18]=1, predict the reactants needed to synthesize it. The reactants are: F[C:2]1[C:11]([CH3:12])=[CH:10][C:5]([C:6]([O:8][CH3:9])=[O:7])=[CH:4][N:3]=1.[Cl:13][C:14]1[CH:15]=[N:16][NH:17][CH:18]=1.C(=O)([O-])[O-].[Cs+].[Cs+].